From a dataset of Full USPTO retrosynthesis dataset with 1.9M reactions from patents (1976-2016). Predict the reactants needed to synthesize the given product. (1) Given the product [ClH:27].[NH:8]1[CH2:13][CH2:12][CH2:11][CH2:10][C@H:9]1[CH2:14][NH:15][C:16]([C:18]1[N:25]2[C:21]([S:22][CH:23]=[CH:24]2)=[N:20][C:19]=1[CH3:26])=[O:17], predict the reactants needed to synthesize it. The reactants are: C(OC([N:8]1[CH2:13][CH2:12][CH2:11][CH2:10][C@H:9]1[CH2:14][NH:15][C:16]([C:18]1[N:25]2[C:21]([S:22][CH:23]=[CH:24]2)=[N:20][C:19]=1[CH3:26])=[O:17])=O)(C)(C)C.[ClH:27]. (2) Given the product [C:10]([O:14][C:15](=[O:25])[NH:16][C:17]1[CH:22]=[CH:21][CH:20]=[C:19]([C:23](=[NH:24])[NH:2][OH:3])[CH:18]=1)([CH3:13])([CH3:11])[CH3:12], predict the reactants needed to synthesize it. The reactants are: Cl.[NH2:2][OH:3].C([O-])([O-])=O.[Na+].[Na+].[C:10]([O:14][C:15](=[O:25])[NH:16][C:17]1[CH:22]=[CH:21][CH:20]=[C:19]([C:23]#[N:24])[CH:18]=1)([CH3:13])([CH3:12])[CH3:11].